Dataset: Reaction yield outcomes from USPTO patents with 853,638 reactions. Task: Predict the reaction yield, written as a fraction of the theoretical maximum amount of product (1.0 means a 100% yield; for example, 0.34 means a 34% yield). (1) The reactants are [H-].[Al+3].[Li+].[H-].[H-].[H-].[CH2:7]([NH:14][C:15]1([CH2:19][C:20]#[N:21])[CH2:18][O:17][CH2:16]1)[C:8]1[CH:13]=[CH:12][CH:11]=[CH:10][CH:9]=1. The catalyst is C(OCC)C. The product is [NH2:21][CH2:20][CH2:19][C:15]1([NH:14][CH2:7][C:8]2[CH:13]=[CH:12][CH:11]=[CH:10][CH:9]=2)[CH2:18][O:17][CH2:16]1. The yield is 0.790. (2) The reactants are [Cl:1][C:2]1[C:6]2[C:7]3[N:8]([C:11]([CH3:14])=[N:12][N:13]=3)C=[N:10][C:5]=2[S:4][CH:3]=1.CNCCN. The catalyst is CO.[Cl-].[NH4+]. The product is [Cl:1][C:2]1[C:6]([C:7]2[NH:13][N:12]=[C:11]([CH3:14])[N:8]=2)=[C:5]([NH2:10])[S:4][CH:3]=1. The yield is 0.880. (3) The reactants are [N:1]1[C:10]2[C:5](=[CH:6][CH:7]=[CH:8][C:9]=2[OH:11])[CH:4]=[CH:3][C:2]=1[OH:12].[CH:13]1[CH:18]=[CH:17][C:16]([CH2:19]Br)=[CH:15][CH:14]=1.C1CCN2C(=NCCC2)CC1. The catalyst is CC(O)C. The product is [CH2:19]([O:11][C:9]1[CH:8]=[CH:7][CH:6]=[C:5]2[C:10]=1[N:1]=[C:2]([OH:12])[CH:3]=[CH:4]2)[C:16]1[CH:17]=[CH:18][CH:13]=[CH:14][CH:15]=1. The yield is 0.850. (4) The reactants are [Si:1]([O:8][CH2:9][CH:10]1[CH2:15][N:14]2[N:16]=[C:17]([I:24])[C:18]([C:19]([O:21][CH2:22][CH3:23])=[O:20])=[C:13]2[CH2:12][NH:11]1)([C:4]([CH3:7])([CH3:6])[CH3:5])([CH3:3])[CH3:2].[N:25]([C:28]1[CH:35]=[CH:34][C:31]([C:32]#[N:33])=[CH:30][CH:29]=1)=[C:26]=[O:27]. The catalyst is C1COCC1. The product is [Si:1]([O:8][CH2:9][CH:10]1[CH2:15][N:14]2[N:16]=[C:17]([I:24])[C:18]([C:19]([O:21][CH2:22][CH3:23])=[O:20])=[C:13]2[CH2:12][N:11]1[C:26](=[O:27])[NH:25][C:28]1[CH:29]=[CH:30][C:31]([C:32]#[N:33])=[CH:34][CH:35]=1)([C:4]([CH3:7])([CH3:6])[CH3:5])([CH3:2])[CH3:3]. The yield is 0.380. (5) The reactants are Cl.[CH3:2][O:3][C:4](=[O:8])[C@H:5]([CH3:7])[NH2:6].CCN(CC)CC.[C:16](Cl)(=[O:23])[C:17]1[CH:22]=[CH:21][CH:20]=[N:19][CH:18]=1.C(OCC)(=O)C. The catalyst is C(#N)C.[Cl-].[Na+].O. The product is [CH3:2][O:3][C:4](=[O:8])[CH:5]([NH:6][C:16]([C:17]1[CH:18]=[N:19][CH:20]=[CH:21][CH:22]=1)=[O:23])[CH3:7]. The yield is 0.690. (6) The reactants are [F:1][C:2]1[CH:3]=[C:4]([S:8](Cl)(=[O:10])=[O:9])[CH:5]=[CH:6][CH:7]=1.[NH2:12][C:13]1[CH:19]=[CH:18][C:17]([N:20]2[CH2:25][CH2:24][N:23]([CH3:26])[CH2:22][CH2:21]2)=[CH:16][C:14]=1[NH2:15].N1C=CC=CC=1. The catalyst is C(Cl)Cl. The product is [F:1][C:2]1[CH:3]=[C:4]([S:8]([NH:12][C:13]2[CH:19]=[CH:18][C:17]([N:20]3[CH2:21][CH2:22][N:23]([CH3:26])[CH2:24][CH2:25]3)=[CH:16][C:14]=2[NH2:15])(=[O:10])=[O:9])[CH:5]=[CH:6][CH:7]=1. The yield is 0.570.